From a dataset of Full USPTO retrosynthesis dataset with 1.9M reactions from patents (1976-2016). Predict the reactants needed to synthesize the given product. The reactants are: [CH:1]([N:4]([CH3:15])[C@@H:5]1[CH2:10][CH2:9][C@H:8]([NH2:11])[C@H:7]([CH2:12][O:13][CH3:14])[CH2:6]1)([CH3:3])[CH3:2].[C:16]([O:20][C:21]([NH:23][CH2:24][C:25](O)=[O:26])=[O:22])([CH3:19])([CH3:18])[CH3:17].C(N(C(C)C)CC)(C)C.CN(C(ON1N=NC2C=CC=NC1=2)=[N+](C)C)C.F[P-](F)(F)(F)(F)F.C([O-])(O)=O.[Na+]. Given the product [CH:1]([N:4]([CH3:15])[C@@H:5]1[CH2:10][CH2:9][C@H:8]([NH:11][C:25](=[O:26])[CH2:24][NH:23][C:21](=[O:22])[O:20][C:16]([CH3:17])([CH3:18])[CH3:19])[C@H:7]([CH2:12][O:13][CH3:14])[CH2:6]1)([CH3:3])[CH3:2], predict the reactants needed to synthesize it.